The task is: Regression. Given two drug SMILES strings and cell line genomic features, predict the synergy score measuring deviation from expected non-interaction effect.. This data is from NCI-60 drug combinations with 297,098 pairs across 59 cell lines. (1) Synergy scores: CSS=7.96, Synergy_ZIP=-1.40, Synergy_Bliss=1.82, Synergy_Loewe=1.10, Synergy_HSA=2.51. Cell line: SF-539. Drug 2: CC12CCC3C(C1CCC2O)C(CC4=C3C=CC(=C4)O)CCCCCCCCCS(=O)CCCC(C(F)(F)F)(F)F. Drug 1: CN1CCC(CC1)COC2=C(C=C3C(=C2)N=CN=C3NC4=C(C=C(C=C4)Br)F)OC. (2) Drug 1: CCN(CC)CCCC(C)NC1=C2C=C(C=CC2=NC3=C1C=CC(=C3)Cl)OC. Drug 2: CC1C(C(CC(O1)OC2CC(CC3=C2C(=C4C(=C3O)C(=O)C5=CC=CC=C5C4=O)O)(C(=O)C)O)N)O. Cell line: OVCAR3. Synergy scores: CSS=31.8, Synergy_ZIP=-5.88, Synergy_Bliss=-3.97, Synergy_Loewe=-15.4, Synergy_HSA=-4.55. (3) Drug 1: CN(C(=O)NC(C=O)C(C(C(CO)O)O)O)N=O. Drug 2: C(CN)CNCCSP(=O)(O)O. Cell line: SF-295. Synergy scores: CSS=-12.9, Synergy_ZIP=-0.179, Synergy_Bliss=-10.6, Synergy_Loewe=-28.3, Synergy_HSA=-19.9. (4) Drug 1: C1=CN(C(=O)N=C1N)C2C(C(C(O2)CO)O)O.Cl. Drug 2: CC1C(C(CC(O1)OC2CC(CC3=C2C(=C4C(=C3O)C(=O)C5=CC=CC=C5C4=O)O)(C(=O)C)O)N)O. Cell line: M14. Synergy scores: CSS=56.7, Synergy_ZIP=-3.31, Synergy_Bliss=-5.97, Synergy_Loewe=-3.55, Synergy_HSA=-1.59.